This data is from Peptide-MHC class I binding affinity with 185,985 pairs from IEDB/IMGT. The task is: Regression. Given a peptide amino acid sequence and an MHC pseudo amino acid sequence, predict their binding affinity value. This is MHC class I binding data. The peptide sequence is YRNFSFSLK. The MHC is HLA-A26:01 with pseudo-sequence HLA-A26:01. The binding affinity (normalized) is 0.0847.